Dataset: Full USPTO retrosynthesis dataset with 1.9M reactions from patents (1976-2016). Task: Predict the reactants needed to synthesize the given product. (1) The reactants are: [NH2:1][C:2]1[C:3]([C:21]([O:23][CH2:24][CH3:25])=[O:22])=[N:4][C:5]([C:8]2[CH2:9][CH2:10][N:11]([C:14]([O:16][C:17]([CH3:20])([CH3:19])[CH3:18])=[O:15])[CH2:12][CH:13]=2)=[CH:6][CH:7]=1. Given the product [NH2:1][C:2]1[C:3]([C:21]([O:23][CH2:24][CH3:25])=[O:22])=[N:4][C:5]([CH:8]2[CH2:13][CH2:12][N:11]([C:14]([O:16][C:17]([CH3:18])([CH3:19])[CH3:20])=[O:15])[CH2:10][CH2:9]2)=[CH:6][CH:7]=1, predict the reactants needed to synthesize it. (2) Given the product [Br:12][CH:8]([CH2:9][CH3:10])[C:7]([C:1]1[CH:6]=[CH:5][CH:4]=[CH:3][CH:2]=1)=[O:11], predict the reactants needed to synthesize it. The reactants are: [C:1]1([C:7](=[O:11])[CH2:8][CH2:9][CH3:10])[CH:6]=[CH:5][CH:4]=[CH:3][CH:2]=1.[Br:12]Br. (3) Given the product [Cl:34][C:30]1[C:31]([F:33])=[CH:32][C:10]2[N:9]=[C:8]([CH:1]([O:42][CH3:41])[C:2]3[CH:7]=[CH:6][CH:5]=[CH:4][CH:3]=3)[N:12]([CH:13]([CH2:23][CH:28]3[CH2:27][CH2:26][S:43][CH2:44][CH2:45]3)[C:14]([NH:16][CH:17]3[CH2:22][CH2:21][CH2:20][CH2:19][CH2:18]3)=[O:15])[C:11]=2[CH:29]=1, predict the reactants needed to synthesize it. The reactants are: [CH2:1]([C:8]1[N:12]([CH:13]([CH:23]2[CH2:28][CH2:27][CH2:26]CC2)[C:14]([NH:16][CH:17]2[CH2:22][CH2:21][CH2:20][CH2:19][CH2:18]2)=[O:15])[C:11]2[CH:29]=[C:30]([Cl:34])[C:31]([F:33])=[CH:32][C:10]=2[N:9]=1)[C:2]1[CH:7]=[CH:6][CH:5]=[CH:4][CH:3]=1.C1([CH:41]=[O:42])CCCCC1.[S:43]1CCC(CC=O)[CH2:45][CH2:44]1.ClC1C=C(CC(O)=O)C=CC=1.COC(C(O)=O)C1C=CC=CC=1. (4) Given the product [NH2:1][C:2]1[C:3]2[N:4]([N:17]=[C:18]([C:20]3[O:21][CH:22]=[CH:23][CH:24]=3)[N:19]=2)[CH:5]=[C:6]([C:8]2[CH:9]=[C:10]([C:11]([N:39]3[CH2:34][CH2:35][CH2:36][CH2:37][CH2:38]3)=[O:13])[CH:14]=[CH:15][CH:16]=2)[N:7]=1, predict the reactants needed to synthesize it. The reactants are: [NH2:1][C:2]1[C:3]2[N:4]([N:17]=[C:18]([C:20]3[O:21][CH:22]=[CH:23][CH:24]=3)[N:19]=2)[CH:5]=[C:6]([C:8]2[CH:9]=[C:10]([CH:14]=[CH:15][CH:16]=2)[C:11]([OH:13])=O)[N:7]=1.CN(C(ON1N=N[C:35]2[CH:36]=[CH:37][CH:38]=[N:39][C:34]1=2)=[N+](C)C)C.F[P-](F)(F)(F)(F)F.N1CCCCC1.C(N(C(C)C)CC)(C)C.